This data is from Retrosynthesis with 50K atom-mapped reactions and 10 reaction types from USPTO. The task is: Predict the reactants needed to synthesize the given product. (1) Given the product O=C(O)c1cc(F)c(-c2cccc(C(F)(F)F)c2)nc1Oc1ccccc1Cl, predict the reactants needed to synthesize it. The reactants are: CC(C)(C)OC(=O)c1cc(F)c(-c2cccc(C(F)(F)F)c2)nc1Oc1ccccc1Cl. (2) Given the product CN(c1ccnc(NCC(c2cccnc2)N(C)C)n1)c1ccnc(-c2ccccc2)n1, predict the reactants needed to synthesize it. The reactants are: CN(C)C(CN)c1cccnc1.CN(c1ccnc(F)n1)c1ccnc(-c2ccccc2)n1. (3) Given the product CCOc1nnc(-c2cc(C(=O)N3CCC(c4ccc(C#N)cc4)CC3)c(CC)cc2CC)[nH]1, predict the reactants needed to synthesize it. The reactants are: CCOc1nnc(-c2cc(C(=O)N3CCC(c4ccc(C(N)=O)cc4)CC3)c(CC)cc2CC)[nH]1. (4) Given the product CNS(=O)(=O)c1ccc(OC)c(NC(=S)Nc2cccc3c2ncn3C)c1, predict the reactants needed to synthesize it. The reactants are: CNS(=O)(=O)c1ccc(OC)c(N=C=S)c1.COc1ccncc1NC(=S)Nc1cccc2c1ncn2C.